From a dataset of Forward reaction prediction with 1.9M reactions from USPTO patents (1976-2016). Predict the product of the given reaction. (1) Given the reactants C([Si]([O:8][C:9]1[CH:14]=[CH:13][C:12]([Cl:15])=[CH:11][C:10]=1[Cl:16])(C)C)(C)(C)C.C([Li])CCC.CN(C)[CH:24]=[O:25].Cl, predict the reaction product. The product is: [Cl:16][C:10]1[C:9]([OH:8])=[CH:14][CH:13]=[C:12]([Cl:15])[C:11]=1[CH:24]=[O:25]. (2) Given the reactants [CH3:1][C:2]1([CH3:16])[C:10]2[C:5](=[CH:6][C:7]([C:11]([O:13][CH3:14])=[O:12])=[CH:8][CH:9]=2)[C:4](=O)[CH2:3]1.Cl.[NH2:18][OH:19].C([O-])(=O)C.[Na+], predict the reaction product. The product is: [OH:19][N:18]=[C:4]1[C:5]2[C:10](=[CH:9][CH:8]=[C:7]([C:11]([O:13][CH3:14])=[O:12])[CH:6]=2)[C:2]([CH3:16])([CH3:1])[CH2:3]1.